From a dataset of Forward reaction prediction with 1.9M reactions from USPTO patents (1976-2016). Predict the product of the given reaction. (1) The product is: [CH3:1][O:2][C:3]1[CH:4]=[C:5]([C:11]2[CH:20]=[C:19]([O:21][C@@H:27]([C@H:29]3[CH2:30][N:31]([C@@H:35]([C:37]4[CH:38]=[CH:39][CH:40]=[CH:41][CH:42]=4)[CH3:36])[C:32](=[O:34])[CH2:33]3)[CH3:28])[C:14]3[N:15]([CH3:18])[CH:16]=[N:17][C:13]=3[CH:12]=2)[CH:6]=[CH:7][C:8]=1[O:9][CH3:10]. Given the reactants [CH3:1][O:2][C:3]1[CH:4]=[C:5]([C:11]2[CH:20]=[C:19]([OH:21])[C:14]3[N:15]([CH3:18])[CH:16]=[N:17][C:13]=3[CH:12]=2)[CH:6]=[CH:7][C:8]=1[O:9][CH3:10].CS(O[C@H:27]([C@@H:29]1[CH2:33][C:32](=[O:34])[N:31]([C@@H:35]([C:37]2[CH:42]=[CH:41][CH:40]=[CH:39][CH:38]=2)[CH3:36])[CH2:30]1)[CH3:28])(=O)=O.C([O-])([O-])=O.[Cs+].[Cs+], predict the reaction product. (2) Given the reactants [CH3:1][C@H:2]1[CH2:7][NH:6][CH2:5][C@@H:4]([CH3:8])[NH:3]1.[CH2:9](Br)[C:10]1[CH:15]=[CH:14][CH:13]=[CH:12][CH:11]=1, predict the reaction product. The product is: [CH2:9]([N:6]1[CH2:5][C@H:4]([CH3:8])[NH:3][C@H:2]([CH3:1])[CH2:7]1)[C:10]1[CH:15]=[CH:14][CH:13]=[CH:12][CH:11]=1. (3) Given the reactants [CH:1]1([CH2:4][O:5][C:6]2([C:16]3[S:17][CH:18]=[C:19]([C:21]4[CH:26]=[CH:25][CH:24]=[CH:23][CH:22]=4)[N:20]=3)[CH2:15][CH2:14][C:9]3(OCC[O:10]3)[CH2:8][CH2:7]2)[CH2:3][CH2:2]1.C1(C)C=CC(S(O)(=O)=O)=CC=1.C(=O)([O-])O.[Na+], predict the reaction product. The product is: [CH:1]1([CH2:4][O:5][C:6]2([C:16]3[S:17][CH:18]=[C:19]([C:21]4[CH:26]=[CH:25][CH:24]=[CH:23][CH:22]=4)[N:20]=3)[CH2:15][CH2:14][C:9](=[O:10])[CH2:8][CH2:7]2)[CH2:2][CH2:3]1. (4) The product is: [C:31]([O:30][C:28]([NH:27][C@H:23]1[CH2:24][CH2:25][CH2:26][C@@H:22]1[O:21][C:15]1[CH:16]=[C:17]([F:20])[CH:18]=[CH:19][C:14]=1[NH:13][C:12]1[C:7]2[C:6]([CH3:36])=[C:5]([C:3]([OH:4])=[O:2])[S:35][C:8]=2[N:9]=[CH:10][N:11]=1)=[O:29])([CH3:34])([CH3:32])[CH3:33]. Given the reactants C[O:2][C:3]([C:5]1[S:35][C:8]2[N:9]=[CH:10][N:11]=[C:12]([NH:13][C:14]3[CH:19]=[CH:18][C:17]([F:20])=[CH:16][C:15]=3[O:21][C@H:22]3[CH2:26][CH2:25][CH2:24][C@@H:23]3[NH:27][C:28]([O:30][C:31]([CH3:34])([CH3:33])[CH3:32])=[O:29])[C:7]=2[C:6]=1[CH3:36])=[O:4].[OH-].[Na+].Cl, predict the reaction product. (5) Given the reactants CO[C:3]([C:5]1[S:9][C:8]([CH2:10][CH2:11][C:12]2[C:13]([CH2:18][CH2:19][CH2:20][CH3:21])=[N:14][O:15][C:16]=2[CH3:17])=[N:7][CH:6]=1)=[O:4].[NH2:22][CH:23]1[CH2:28][CH2:27][O:26][CH2:25][CH2:24]1, predict the reaction product. The product is: [O:26]1[CH2:27][CH2:28][CH:23]([NH:22][C:3]([C:5]2[S:9][C:8]([CH2:10][CH2:11][C:12]3[C:13]([CH2:18][CH2:19][CH2:20][CH3:21])=[N:14][O:15][C:16]=3[CH3:17])=[N:7][CH:6]=2)=[O:4])[CH2:24][CH2:25]1. (6) Given the reactants C(OC([N:11]1[CH2:16][CH2:15][N:14]([C:17]2[C:25]3[S:24][C:23]([NH:26][C:27]([C:29]4[S:30][C:31]([CH3:34])=[CH:32][CH:33]=4)=[O:28])=[N:22][C:21]=3[C:20]([O:35][CH3:36])=[CH:19][CH:18]=2)[CH2:13][CH2:12]1)=O)C1C=CC=CC=1.B(F)(F)F.CCOCC.C(S)C, predict the reaction product. The product is: [CH3:36][O:35][C:20]1[C:21]2[N:22]=[C:23]([NH:26][C:27]([C:29]3[S:30][C:31]([CH3:34])=[CH:32][CH:33]=3)=[O:28])[S:24][C:25]=2[C:17]([N:14]2[CH2:13][CH2:12][NH:11][CH2:16][CH2:15]2)=[CH:18][CH:19]=1. (7) Given the reactants [CH3:1][C:2]1O[C:4]([CH3:13])=[CH:5][C:6](=[C:8]([C:11]#[N:12])[C:9]#[N:10])[CH:7]=1.[CH2:14]([CH:16]([CH2:19][CH2:20][CH2:21][CH3:22])[CH2:17][NH2:18])[CH3:15], predict the reaction product. The product is: [CH2:14]([CH:16]([CH2:19][CH2:20][CH2:21][CH3:22])[CH2:17][N:18]1[C:2]([CH3:1])=[CH:7][C:6](=[C:8]([C:11]#[N:12])[C:9]#[N:10])[CH:5]=[C:4]1[CH3:13])[CH3:15]. (8) The product is: [CH3:20][N:21]1[CH2:26][CH2:25][N:24]([C:27]2[CH:34]=[CH:33][C:30]([C:31]3[NH:1][C:2]4=[N:3][CH:4]=[CH:5][C:6]([NH:9][C@@H:10]5[C@@H:15]6[CH2:16][C@@H:12]([CH:13]=[CH:14]6)[C@@H:11]5[C:17]([NH2:19])=[O:18])=[C:7]4[N:8]=3)=[CH:29][CH:28]=2)[CH2:23][CH2:22]1. Given the reactants [NH2:1][C:2]1[C:7]([NH2:8])=[C:6]([NH:9][C@@H:10]2[C@@H:15]3[CH2:16][C@@H:12]([CH:13]=[CH:14]3)[C@@H:11]2[C:17]([NH2:19])=[O:18])[CH:5]=[CH:4][N:3]=1.[CH3:20][N:21]1[CH2:26][CH2:25][N:24]([C:27]2[CH:34]=[CH:33][C:30]([CH:31]=O)=[CH:29][CH:28]=2)[CH2:23][CH2:22]1, predict the reaction product. (9) Given the reactants [N:1]1[CH:6]=[CH:5][C:4]([C:7]2[C:8]([C:15]3[CH:16]=[C:17]([NH2:21])[CH:18]=[CH:19][CH:20]=3)=[N:9][N:10]3[CH2:14][CH2:13][S:12][C:11]=23)=[CH:3][CH:2]=1.[F:22][C:23]([F:34])([F:33])[C:24]1[CH:29]=[CH:28][C:27]([N:30]=[C:31]=[O:32])=[CH:26][CH:25]=1, predict the reaction product. The product is: [N:1]1[CH:2]=[CH:3][C:4]([C:7]2[C:8]([C:15]3[CH:16]=[C:17]([NH:21][C:31]([NH:30][C:27]4[CH:26]=[CH:25][C:24]([C:23]([F:22])([F:33])[F:34])=[CH:29][CH:28]=4)=[O:32])[CH:18]=[CH:19][CH:20]=3)=[N:9][N:10]3[CH2:14][CH2:13][S:12][C:11]=23)=[CH:5][CH:6]=1.